This data is from Full USPTO retrosynthesis dataset with 1.9M reactions from patents (1976-2016). The task is: Predict the reactants needed to synthesize the given product. (1) Given the product [C:21]([O:20][C:18](=[O:19])[NH:1][CH:2]1[CH2:6][CH2:5][CH2:4][CH:3]1[NH:7][S:8]([C:11]1[CH:12]=[CH:13][C:14]([CH3:15])=[CH:16][CH:17]=1)(=[O:10])=[O:9])([CH3:24])([CH3:23])[CH3:22], predict the reactants needed to synthesize it. The reactants are: [NH2:1][CH:2]1[CH2:6][CH2:5][CH2:4][CH:3]1[NH:7][S:8]([C:11]1[CH:17]=[CH:16][C:14]([CH3:15])=[CH:13][CH:12]=1)(=[O:10])=[O:9].[C:18](O[C:18]([O:20][C:21]([CH3:24])([CH3:23])[CH3:22])=[O:19])([O:20][C:21]([CH3:24])([CH3:23])[CH3:22])=[O:19]. (2) Given the product [NH2:10][C:9]1[C:5]([C:3]([O:2][CH3:1])=[O:4])=[CH:6][N:7]([C:14]2([CH2:13][C:11]#[N:12])[CH2:15][CH2:16][N:17]([C:20]([O:22][C:23]([CH3:24])([CH3:25])[CH3:26])=[O:21])[CH2:18][CH2:19]2)[N:8]=1, predict the reactants needed to synthesize it. The reactants are: [CH3:1][O:2][C:3]([C:5]1[CH:6]=[N:7][NH:8][C:9]=1[NH2:10])=[O:4].[C:11]([CH:13]=[C:14]1[CH2:19][CH2:18][N:17]([C:20]([O:22][C:23]([CH3:26])([CH3:25])[CH3:24])=[O:21])[CH2:16][CH2:15]1)#[N:12].C(#N)C.C[O-].[Na+]. (3) The reactants are: [NH+:1]1[CH:6]=[CH:5][CH:4]=[CH:3][CH:2]=1.[C:7]1(C#CC(C2C=CC=CC=2)=O)[CH:12]=CC=C[CH:8]=1.[H-].[Na+]. Given the product [CH:8]1[CH:7]=[CH:12][N:1]2[C:6]=1[CH:5]=[CH:4][CH:3]=[CH:2]2, predict the reactants needed to synthesize it. (4) Given the product [O:21]=[C:15]1[N:14]([CH2:22][CH2:23][CH3:24])[C:13]2[N:12]=[C:11]([C:6]34[CH2:7][CH2:8][C:3]([CH:2]=[O:1])([CH2:10][CH2:9]3)[CH2:4][CH2:5]4)[NH:19][C:18]=2[C:17](=[O:20])[NH:16]1, predict the reactants needed to synthesize it. The reactants are: [OH:1][CH2:2][C:3]12[CH2:10][CH2:9][C:6]([C:11]3[NH:19][C:18]4[C:17](=[O:20])[NH:16][C:15](=[O:21])[N:14]([CH2:22][CH2:23][CH3:24])[C:13]=4[N:12]=3)([CH2:7][CH2:8]1)[CH2:5][CH2:4]2.CCN(CC)CC. (5) Given the product [CH2:22]([N:12]([CH2:11][CH2:10][N:9]([C:6]1[CH:5]=[CH:4][C:3]([C:1]#[N:2])=[CH:8][CH:7]=1)[CH2:26][C:27]1[N:28]([CH3:32])[CH:29]=[N:30][CH:31]=1)[S:13]([C:16]1[N:17]=[CH:18][N:19]([CH3:21])[CH:20]=1)(=[O:14])=[O:15])[CH:23]=[CH2:24], predict the reactants needed to synthesize it. The reactants are: [C:1]([C:3]1[CH:8]=[CH:7][C:6]([N:9]([CH2:26][C:27]2[N:28]([CH3:32])[CH:29]=[N:30][CH:31]=2)[CH2:10][CH2:11][N:12]([CH2:22][C:23](C)=[CH2:24])[S:13]([C:16]2[N:17]=[CH:18][N:19]([CH3:21])[CH:20]=2)(=[O:15])=[O:14])=[CH:5][CH:4]=1)#[N:2].CN1C=CN=C1. (6) Given the product [CH3:1][O:2][C:3](=[O:14])[C:4]1[CH:9]=[CH:8][CH:7]=[C:6]([NH2:10])[C:5]=1[NH2:13].[CH3:1][O:2][C:3](=[O:14])[C:4]1[CH:9]=[CH:8][CH:7]=[C:6]([NH:10][C:25]([C:17]2[N:16]=[CH:15][C:24]3[C:19]([CH:18]=2)=[CH:20][CH:21]=[CH:22][CH:23]=3)=[O:26])[C:5]=1[NH2:13], predict the reactants needed to synthesize it. The reactants are: [CH3:1][O:2][C:3](=[O:14])[C:4]1[CH:9]=[CH:8][CH:7]=[C:6]([N+:10]([O-])=O)[C:5]=1[NH2:13].[CH:15]1[C:24]2[C:19](=[CH:20][CH:21]=[CH:22][CH:23]=2)[CH:18]=[C:17]([C:25](O)=[O:26])[N:16]=1.CN(C(ON1N=NC2C=CC=CC1=2)=[N+](C)C)C.F[P-](F)(F)(F)(F)F.